This data is from Reaction yield outcomes from USPTO patents with 853,638 reactions. The task is: Predict the reaction yield, written as a fraction of the theoretical maximum amount of product (1.0 means a 100% yield; for example, 0.34 means a 34% yield). (1) The reactants are [F:1][C:2]1[CH:3]=[C:4]([CH:8]=[CH:9][C:10]=1[O:11][C:12]1[CH:17]=[C:16]([C:18]2[NH:19][C:20]([C:23]3[S:24][CH:25]=[CH:26][N:27]=3)=[CH:21][CH:22]=2)[CH:15]=[C:14]([O:28][C@@H:29]([CH3:33])[CH2:30][O:31][CH3:32])[CH:13]=1)[C:5]([OH:7])=O.Cl.[CH3:35][NH:36][CH3:37].CN(C(ON1N=NC2C=CC=NC1=2)=[N+](C)C)C.F[P-](F)(F)(F)(F)F.C(N(CC)C(C)C)(C)C. The catalyst is O1CCCC1.[Cl-].[Na+].O. The product is [F:1][C:2]1[CH:3]=[C:4]([CH:8]=[CH:9][C:10]=1[O:11][C:12]1[CH:17]=[C:16]([C:18]2[NH:19][C:20]([C:23]3[S:24][CH:25]=[CH:26][N:27]=3)=[CH:21][CH:22]=2)[CH:15]=[C:14]([O:28][C@@H:29]([CH3:33])[CH2:30][O:31][CH3:32])[CH:13]=1)[C:5]([N:36]([CH3:37])[CH3:35])=[O:7]. The yield is 0.990. (2) The reactants are C([O:8][N:9]1[C:15](=[O:16])[N:14]2[CH2:17][C@H:10]1[CH2:11][CH2:12][C@@H:13]2[C:18]([NH:20][NH:21][C:22](=[O:27])[C:23]([F:26])([F:25])[F:24])=[O:19])C1C=CC=CC=1.[H][H]. The catalyst is CO.[Pd]. The product is [OH:8][N:9]1[C:15](=[O:16])[N:14]2[CH2:17][C@H:10]1[CH2:11][CH2:12][C@@H:13]2[C:18]([NH:20][NH:21][C:22](=[O:27])[C:23]([F:26])([F:24])[F:25])=[O:19]. The yield is 0.880.